From a dataset of Forward reaction prediction with 1.9M reactions from USPTO patents (1976-2016). Predict the product of the given reaction. (1) Given the reactants Br[C:2]1[N:3]=[C:4]2[C:10]([C:11](=[O:16])[C:12]([CH3:15])([CH3:14])[CH3:13])=[CH:9][NH:8][C:5]2=[N:6][CH:7]=1.[CH3:17][O:18][C:19]1[CH:20]=[C:21](B(O)O)[CH:22]=[C:23]([O:25][CH3:26])[CH:24]=1, predict the reaction product. The product is: [CH3:17][O:18][C:19]1[CH:20]=[C:21]([C:2]2[N:3]=[C:4]3[C:10]([C:11](=[O:16])[C:12]([CH3:15])([CH3:14])[CH3:13])=[CH:9][NH:8][C:5]3=[N:6][CH:7]=2)[CH:22]=[C:23]([O:25][CH3:26])[CH:24]=1. (2) Given the reactants [CH:1]1([N:7]([C@H:21]2[CH2:26][CH2:25][C@H:24]([CH2:27][O:28][C:29]3[CH:34]=[CH:33][CH:32]=[CH:31][CH:30]=3)[CH2:23][CH2:22]2)[C:8](=[O:20])[NH:9][C:10]2[S:11][C:12]([S:15][CH2:16][C:17]([OH:19])=[O:18])=[CH:13][N:14]=2)[CH2:6][CH2:5][CH2:4][CH2:3][CH2:2]1.C1(N[C@H]2CC[C@H](COC3C=CC([N:56]4[CH:60]=[CH:59][N:58]=[CH:57]4)=CC=3)CC2)CCCCC1.C(OC(=O)CSC1SC(N)=NC=1)C, predict the reaction product. The product is: [CH:1]1([N:7]([C@H:21]2[CH2:26][CH2:25][C@H:24]([CH2:27][O:28][C:29]3[CH:34]=[CH:33][C:32]([N:56]4[CH:60]=[CH:59][N:58]=[CH:57]4)=[CH:31][CH:30]=3)[CH2:23][CH2:22]2)[C:8](=[O:20])[NH:9][C:10]2[S:11][C:12]([S:15][CH2:16][C:17]([OH:19])=[O:18])=[CH:13][N:14]=2)[CH2:2][CH2:3][CH2:4][CH2:5][CH2:6]1. (3) Given the reactants [C:1]1([N:7]([C:14]2[CH:19]=[CH:18][CH:17]=[CH:16][CH:15]=2)[CH:8]2[CH2:13][CH2:12][NH:11][CH2:10][CH2:9]2)[CH:6]=[CH:5][CH:4]=[CH:3][CH:2]=1.[C:20]([O:24][C:25]([N:27]1[CH2:32][CH2:31][C:30](=O)[CH2:29][CH2:28]1)=[O:26])([CH3:23])([CH3:22])[CH3:21].CC(O)=O.[BH-](OC(C)=O)(OC(C)=O)OC(C)=O.[Na+], predict the reaction product. The product is: [C:20]([O:24][C:25]([N:27]1[CH2:32][CH2:31][CH:30]([N:11]2[CH2:10][CH2:9][CH:8]([N:7]([C:14]3[CH:19]=[CH:18][CH:17]=[CH:16][CH:15]=3)[C:1]3[CH:6]=[CH:5][CH:4]=[CH:3][CH:2]=3)[CH2:13][CH2:12]2)[CH2:29][CH2:28]1)=[O:26])([CH3:23])([CH3:21])[CH3:22]. (4) Given the reactants [C:1]([O:5][C:6]([N:8]([C:16]1[C@@:21]([CH2:25][F:26])([CH2:22][CH2:23]I)[S:20](=[O:28])(=[O:27])[CH2:19][C@:18]([C:30]2[CH:35]=[C:34]([N+:36]([O-:38])=[O:37])[CH:33]=[CH:32][C:31]=2[F:39])([CH3:29])[N:17]=1)[C:9](=[O:15])[O:10][C:11]([CH3:14])([CH3:13])[CH3:12])=[O:7])([CH3:4])([CH3:3])[CH3:2].C[Si]([N-][Si](C)(C)C)(C)C.[Li+], predict the reaction product. The product is: [C:1]([O:5][C:6]([N:8]([C:16]1[C@:21]2([CH2:25][F:26])[S:20](=[O:28])(=[O:27])[C@@H:19]([CH2:23][CH2:22]2)[C@:18]([C:30]2[CH:35]=[C:34]([N+:36]([O-:38])=[O:37])[CH:33]=[CH:32][C:31]=2[F:39])([CH3:29])[N:17]=1)[C:9](=[O:15])[O:10][C:11]([CH3:14])([CH3:13])[CH3:12])=[O:7])([CH3:4])([CH3:3])[CH3:2]. (5) Given the reactants ClC1C=CC(C2C3C=C(C4C=C[N:21]=CC=4)SC=3C(=O)CCC2)=CC=1.COC(OC)N(C)C.O1CCCC1.[Cl:38][C:39]1[CH:44]=[CH:43][C:42]([CH:45]2[C:51]3[CH:52]=[C:53]([C:55]4[CH:60]=[CH:59][N:58]=[CH:57][CH:56]=4)[S:54][C:50]=3[C:49](=O)/[C:48](=[CH:62]/[N:63](C)C)/[CH2:47][CH2:46]2)=[CH:41][CH:40]=1.C(O)(=O)C.O.NN, predict the reaction product. The product is: [Cl:38][C:39]1[CH:44]=[CH:43][C:42]([CH:45]2[C:51]3[CH:52]=[C:53]([C:55]4[CH:60]=[CH:59][N:58]=[CH:57][CH:56]=4)[S:54][C:50]=3[C:49]3[NH:21][N:63]=[CH:62][C:48]=3[CH2:47][CH2:46]2)=[CH:41][CH:40]=1. (6) Given the reactants [Cl:1][C:2]1[CH:11]=[C:10]2[C:5]([C:6](=[O:13])[CH:7]=[CH:8][N:9]2[CH3:12])=[CH:4][CH:3]=1.[Cl:14][S:15](O)(=[O:17])=[O:16], predict the reaction product. The product is: [Cl:1][C:2]1[CH:11]=[C:10]2[C:5]([C:6](=[O:13])[C:7]([S:15]([Cl:14])(=[O:17])=[O:16])=[CH:8][N:9]2[CH3:12])=[CH:4][CH:3]=1. (7) Given the reactants [CH3:1][C:2]1[CH:3]=[CH:4][C:5]2[S:9][CH:8]=[N:7][C:6]=2[CH:10]=1.I[C:12]1[C:13]([NH:26][C@@H:27]2[CH2:32][CH2:31][CH2:30][N:29]([C:33]([O:35][C:36]([CH3:39])([CH3:38])[CH3:37])=[O:34])[CH2:28]2)=[N:14][C:15]([N:20]2[CH2:25][CH2:24][O:23][CH2:22][CH2:21]2)=[N:16][C:17]=1[O:18][CH3:19].C(=O)([O-])[O-].[Cs+].[Cs+], predict the reaction product. The product is: [CH3:19][O:18][C:17]1[N:16]=[C:15]([N:20]2[CH2:25][CH2:24][O:23][CH2:22][CH2:21]2)[N:14]=[C:13]([NH:26][C@@H:27]2[CH2:32][CH2:31][CH2:30][N:29]([C:33]([O:35][C:36]([CH3:39])([CH3:38])[CH3:37])=[O:34])[CH2:28]2)[C:12]=1[C:8]1[S:9][C:5]2[CH:4]=[CH:3][C:2]([CH3:1])=[CH:10][C:6]=2[N:7]=1. (8) Given the reactants Cl[C:2]1[N:7]=[N:6][C:5]([NH2:8])=[N:4][C:3]=1[C:9]1[CH:14]=[CH:13][CH:12]=[CH:11][CH:10]=1.C([O-])([O-])=O.[K+].[K+].Cl.[F:22][C:23]1([F:29])[CH2:28][CH2:27][NH:26][CH2:25][CH2:24]1, predict the reaction product. The product is: [F:22][C:23]1([F:29])[CH2:28][CH2:27][N:26]([C:2]2[N:7]=[N:6][C:5]([NH2:8])=[N:4][C:3]=2[C:9]2[CH:14]=[CH:13][CH:12]=[CH:11][CH:10]=2)[CH2:25][CH2:24]1. (9) The product is: [NH2:34][C@H:35]([C:40](=[O:41])[OH:42])[CH2:36][CH2:37][S+:38]([CH3:39])[CH2:16][C@H:17]1[O:21][C@@H:20]([N:22]2[C:31]3[N:30]=[CH:29][N:28]=[C:26]([NH2:27])[C:25]=3[N:24]=[CH:23]2)[C@H:19]([OH:32])[C@@H:18]1[OH:33].[P:3]([O:15][CH2:16][C@H:17]1[O:21][C@@H:20]([N:22]2[C:31]3[N:30]=[CH:29][N:28]=[C:26]([NH2:27])[C:25]=3[N:24]=[CH:23]2)[C@H:19]([OH:32])[C@@H:18]1[OH:33])([O:6][P:7]([O:10][P:11]([OH:13])([OH:14])=[O:12])([OH:9])=[O:8])(=[O:4])[OH:5].[NH2:34][CH:35]([C:40]([OH:42])=[O:41])[CH2:36][CH2:37][S:38][CH3:39]. Given the reactants [Na+].[Na+].[P:3]([O:15][CH2:16][C@H:17]1[O:21][C@@H:20]([N:22]2[C:31]3[N:30]=[CH:29][N:28]=[C:26]([NH2:27])[C:25]=3[N:24]=[CH:23]2)[C@H:19]([OH:32])[C@@H:18]1[OH:33])([O:6][P:7]([O:10][P:11]([OH:14])([OH:13])=[O:12])([O-:9])=[O:8])(=[O:5])[O-:4].[NH2:34][CH:35]([C:40]([OH:42])=[O:41])[CH2:36][CH2:37][S:38][CH3:39].C(O)C(N)(CO)CO.Cl.[Cl-].[K+], predict the reaction product.